From a dataset of Reaction yield outcomes from USPTO patents with 853,638 reactions. Predict the reaction yield, written as a fraction of the theoretical maximum amount of product (1.0 means a 100% yield; for example, 0.34 means a 34% yield). (1) The reactants are C[O:2][C:3]([C:5]1[S:6][C:7]([C:24]#[C:25][C:26]([CH3:29])([CH3:28])[CH3:27])=[CH:8][C:9]=1[N:10]([CH2:20][C:21]([OH:23])=[O:22])[C:11]([C@H:13]1[CH2:18][CH2:17][C@H:16]([CH3:19])[CH2:15][CH2:14]1)=[O:12])=[O:4].C1COCC1.CO.[OH-].[Li+]. The catalyst is O. The product is [C:21]([CH2:20][N:10]([C:11]([C@H:13]1[CH2:18][CH2:17][C@H:16]([CH3:19])[CH2:15][CH2:14]1)=[O:12])[C:9]1[CH:8]=[C:7]([C:24]#[C:25][C:26]([CH3:29])([CH3:28])[CH3:27])[S:6][C:5]=1[C:3]([OH:4])=[O:2])([OH:23])=[O:22]. The yield is 0.870. (2) The reactants are C=CC=C.Cl[SiH](Cl)Cl.[Cl:9][Si:10]([Cl:20])([Cl:19])[CH2:11][CH:12]=[CH:13][CH2:14][Si](Cl)(Cl)Cl. The catalyst is [Cl-].C([P+](CCCC)(CCCC)CCCC)CCC. The product is [CH2:14]1[Si:10]([Cl:20])([Cl:19])[CH2:11][CH:12]=[CH:13]1.[CH2:11]([Si:10]([Cl:20])([Cl:19])[Cl:9])[CH:12]=[CH:13][CH3:14]. The yield is 0.680. (3) The reactants are [OH:1][C@@H:2]([C:13]1[CH:18]=[CH:17][CH:16]=[CH:15][CH:14]=1)[CH2:3][O:4][C:5]1[CH:12]=[CH:11][C:8]([CH:9]=O)=[CH:7][CH:6]=1.[S:19]1[CH2:23][C:22](=[O:24])[NH:21][C:20]1=[O:25].N1CCCCC1. The catalyst is CCO.C(O)(=O)C. The product is [OH:1][CH:2]([C:13]1[CH:18]=[CH:17][CH:16]=[CH:15][CH:14]=1)[CH2:3][O:4][C:5]1[CH:12]=[CH:11][C:8]([CH:9]=[C:23]2[S:19][C:20](=[O:25])[NH:21][C:22]2=[O:24])=[CH:7][CH:6]=1. The yield is 0.860. (4) The reactants are [NH:1]1[CH2:6][CH:5]=[C:4]([C:7]2[C:8]3[O:15][C:14]([CH:16]=[O:17])=[CH:13][C:9]=3[CH:10]=[N:11][CH:12]=2)[CH2:3][CH2:2]1.C(N(CC)CC)C.[CH3:25][N:26]([CH3:31])[S:27](Cl)(=[O:29])=[O:28].C(=O)(O)[O-].[Na+]. The catalyst is O1CCCC1. The product is [CH:16]([C:14]1[O:15][C:8]2[C:7]([C:4]3[CH2:3][CH2:2][N:1]([S:27]([N:26]([CH3:31])[CH3:25])(=[O:29])=[O:28])[CH2:6][CH:5]=3)=[CH:12][N:11]=[CH:10][C:9]=2[CH:13]=1)=[O:17]. The yield is 0.460.